From a dataset of Catalyst prediction with 721,799 reactions and 888 catalyst types from USPTO. Predict which catalyst facilitates the given reaction. (1) Reactant: [N+:1]([C:4]1[CH:5]=[CH:6][C:7]2[CH2:13][CH2:12][CH:11]([N:14]3[CH2:18][CH2:17][CH2:16][CH2:15]3)[CH2:10][CH2:9][C:8]=2[CH:19]=1)([O-])=O. Product: [N:14]1([CH:11]2[CH2:10][CH2:9][C:8]3[CH:19]=[C:4]([NH2:1])[CH:5]=[CH:6][C:7]=3[CH2:13][CH2:12]2)[CH2:18][CH2:17][CH2:16][CH2:15]1. The catalyst class is: 43. (2) The catalyst class is: 28. Product: [F:9][C:4]1[CH:3]=[C:2]([CH:14]2[CH2:15][CH2:16][N:11]([CH3:10])[CH2:12][CH:13]2[C:17]([O:19][CH3:20])=[O:18])[CH:7]=[CH:6][C:5]=1[CH3:8]. Reactant: Br[C:2]1[CH:7]=[CH:6][C:5]([CH3:8])=[C:4]([F:9])[CH:3]=1.[CH3:10][N:11]1[CH2:16][CH2:15][CH:14]=[C:13]([C:17]([O:19][CH3:20])=[O:18])[CH2:12]1. (3) Reactant: [Na].[C:2]([O:12][CH2:13][CH3:14])(=[O:11])[CH2:3][C:4]([C:6]([O:8]CC)=O)=O.[F:15][C:16]1[CH:24]=[CH:23][CH:22]=[CH:21][C:17]=1[CH2:18][NH:19][NH2:20]. Product: [F:15][C:16]1[CH:24]=[CH:23][CH:22]=[CH:21][C:17]=1[CH2:18][N:19]1[C:6]([OH:8])=[CH:4][C:3]([C:2]([O:12][CH2:13][CH3:14])=[O:11])=[N:20]1. The catalyst class is: 12. (4) Reactant: [CH3:1][C:2]([CH3:23])([O:4][C:5]([NH:7][C@H:8]([CH2:13][C:14]1[CH:19]=[C:18]([F:20])[C:17]([F:21])=[CH:16][C:15]=1[F:22])[CH2:9][C:10]([OH:12])=O)=[O:6])[CH3:3].Cl.[F:25][C:26]([F:38])([F:37])[C:27]1[N:28]=[CH:29][C:30]2[CH2:36][CH2:35][NH:34][CH2:33][C:31]=2[N:32]=1.C(Cl)CCl.CN1CCOCC1. Product: [CH3:23][C:2]([CH3:1])([O:4][C:5]([NH:7][C@H:8]([CH2:13][C:14]1[CH:19]=[C:18]([F:20])[C:17]([F:21])=[CH:16][C:15]=1[F:22])[CH2:9][C:10]([N:34]1[CH2:35][CH2:36][C:30]2[CH:29]=[N:28][C:27]([C:26]([F:38])([F:25])[F:37])=[N:32][C:31]=2[CH2:33]1)=[O:12])=[O:6])[CH3:3]. The catalyst class is: 10.